Task: Predict which catalyst facilitates the given reaction.. Dataset: Catalyst prediction with 721,799 reactions and 888 catalyst types from USPTO (1) Reactant: [CH2:1]([O:5][C:6]1[CH2:10][CH2:9][C:8](=[O:11])[CH:7]=1)[CH:2]([CH3:4])[CH3:3].C([N-]C(C)C)(C)C.[Li+].[Br:20][C:21]1[CH:26]=[CH:25][C:24]([CH2:27]Br)=[CH:23][CH:22]=1. Product: [Br:20][C:21]1[CH:26]=[CH:25][C:24]([CH2:27][CH:9]2[C:8](=[O:11])[CH:7]=[C:6]([O:5][CH2:1][CH:2]([CH3:4])[CH3:3])[CH2:10]2)=[CH:23][CH:22]=1. The catalyst class is: 7. (2) Reactant: [CH3:1][S:2]([NH:5][C:6]1[CH:7]=[C:8]2[C:12](=[CH:13][CH:14]=1)[C:11](=[O:15])[N:10]([CH2:16][C:17]([O:19][C:20]([CH3:23])([CH3:22])[CH3:21])=[O:18])[C:9]2=[O:24])(=[O:4])=[O:3].C(=O)([O-])[O-].[K+].[K+].Cl.Cl[CH2:33][CH2:34][N:35]1[CH2:40][CH2:39][CH2:38][CH2:37][CH2:36]1. Product: [O:15]=[C:11]1[C:12]2[C:8](=[CH:7][C:6]([N:5]([CH2:33][CH2:34][N:35]3[CH2:40][CH2:39][CH2:38][CH2:37][CH2:36]3)[S:2]([CH3:1])(=[O:3])=[O:4])=[CH:14][CH:13]=2)[C:9](=[O:24])[N:10]1[CH2:16][C:17]([O:19][C:20]([CH3:21])([CH3:23])[CH3:22])=[O:18]. The catalyst class is: 10. (3) Reactant: [OH:1][CH2:2][CH:3]([NH:5][C:6]([C:8]1[CH:16]=[C:15]2[C:11]([CH:12]=[C:13]([C:25]3[C:33]4[CH2:32][CH2:31][C:30]([CH3:35])([CH3:34])[CH2:29][C:28]=4[N:27]([CH2:36][O:37][CH2:38][CH2:39][Si:40]([CH3:43])([CH3:42])[CH3:41])[N:26]=3)[N:14]2[CH2:17][O:18][CH2:19][CH2:20][Si:21]([CH3:24])([CH3:23])[CH3:22])=[CH:10][CH:9]=1)=[O:7])[CH3:4].N1C=CN=C1.[Si:49](Cl)([C:62]([CH3:65])([CH3:64])[CH3:63])([C:56]1[CH:61]=[CH:60][CH:59]=[CH:58][CH:57]=1)[C:50]1[CH:55]=[CH:54][CH:53]=[CH:52][CH:51]=1.O. Product: [Si:49]([O:1][CH2:2][CH:3]([NH:5][C:6]([C:8]1[CH:16]=[C:15]2[C:11]([CH:12]=[C:13]([C:25]3[C:33]4[CH2:32][CH2:31][C:30]([CH3:35])([CH3:34])[CH2:29][C:28]=4[N:27]([CH2:36][O:37][CH2:38][CH2:39][Si:40]([CH3:43])([CH3:41])[CH3:42])[N:26]=3)[N:14]2[CH2:17][O:18][CH2:19][CH2:20][Si:21]([CH3:24])([CH3:23])[CH3:22])=[CH:10][CH:9]=1)=[O:7])[CH3:4])([C:62]([CH3:65])([CH3:64])[CH3:63])([C:56]1[CH:57]=[CH:58][CH:59]=[CH:60][CH:61]=1)[C:50]1[CH:55]=[CH:54][CH:53]=[CH:52][CH:51]=1. The catalyst class is: 42. (4) Reactant: CN(CC[O:6][CH2:7]CN(C)C)C.C([Mg]Cl)(C)C.C1C[O:20]CC1.[CH2:22]([NH:29][C:30]1[N:35]2[N:36]=[CH:37][C:38](Br)=[C:34]2[N:33]=[CH:32][C:31]=1[C:40]([N:42]1[CH2:47][CH2:46][CH:45]([C:48]2[CH:53]=[CH:52][CH:51]=[CH:50][CH:49]=2)[CH2:44][CH2:43]1)=[O:41])[C:23]1[CH:28]=[CH:27][CH:26]=[CH:25][CH:24]=1. Product: [CH2:22]([NH:29][C:30]1[N:35]2[N:36]=[CH:37][C:38]([C:7]([OH:6])=[O:20])=[C:34]2[N:33]=[CH:32][C:31]=1[C:40]([N:42]1[CH2:47][CH2:46][CH:45]([C:48]2[CH:53]=[CH:52][CH:51]=[CH:50][CH:49]=2)[CH2:44][CH2:43]1)=[O:41])[C:23]1[CH:28]=[CH:27][CH:26]=[CH:25][CH:24]=1. The catalyst class is: 1. (5) Reactant: [Br:1][C:2]1[CH:3]=[N:4][C:5](Cl)=[N:6][CH:7]=1.[F:9][C:10]([F:17])([F:16])[C:11]1[CH:12]=[N:13][NH:14][CH:15]=1.C(=O)([O-])[O-].[K+].[K+].CN(C)C=O. The catalyst class is: 69. Product: [Br:1][C:2]1[CH:3]=[N:4][C:5]([N:13]2[CH:12]=[C:11]([C:10]([F:17])([F:16])[F:9])[CH:15]=[N:14]2)=[N:6][CH:7]=1. (6) Reactant: [Cl:1][C:2]1[CH:3]=[C:4]([CH3:10])[C:5]([CH:8]=O)=[N:6][CH:7]=1.[C:11]([O:15][C:16]([N:18]1[CH2:23][CH2:22][CH:21]([NH2:24])[CH2:20][CH2:19]1)=[O:17])([CH3:14])([CH3:13])[CH3:12].[BH-](OC(C)=O)(OC(C)=O)OC(C)=O.[Na+]. Product: [C:11]([O:15][C:16]([N:18]1[CH2:23][CH2:22][CH:21]([NH:24][CH2:8][C:5]2[C:4]([CH3:10])=[CH:3][C:2]([Cl:1])=[CH:7][N:6]=2)[CH2:20][CH2:19]1)=[O:17])([CH3:14])([CH3:12])[CH3:13]. The catalyst class is: 2. (7) Reactant: [F:1][C:2]([F:10])([F:9])[C:3]([CH3:8])([CH3:7])[C:4]([NH2:6])=O.COC1C=CC(P2(SP(C3C=CC(OC)=CC=3)(=S)S2)=[S:20])=CC=1. Product: [F:1][C:2]([F:10])([F:9])[C:3]([CH3:8])([CH3:7])[C:4]([NH2:6])=[S:20]. The catalyst class is: 1. (8) Reactant: Br[C:2]1[CH:3]=[C:4]2[C:8](=[CH:9][CH:10]=1)[N:7]([CH:11]1[CH2:16][CH2:15][CH2:14][CH2:13][O:12]1)[N:6]=[C:5]2[C:17]([O:19][CH3:20])=[O:18].[O-]P([O-])([O-])=O.[K+].[K+].[K+].[N:29]1[CH:34]=[CH:33][CH:32]=[C:31](B(O)O)[CH:30]=1. Product: [N:29]1[CH:34]=[CH:33][CH:32]=[C:31]([C:2]2[CH:3]=[C:4]3[C:8](=[CH:9][CH:10]=2)[N:7]([CH:11]2[CH2:16][CH2:15][CH2:14][CH2:13][O:12]2)[N:6]=[C:5]3[C:17]([O:19][CH3:20])=[O:18])[CH:30]=1. The catalyst class is: 339.